From a dataset of Retrosynthesis with 50K atom-mapped reactions and 10 reaction types from USPTO. Predict the reactants needed to synthesize the given product. (1) The reactants are: C#CCSc1cc(Cl)ccc1Cl.[N-]=[N+]=NC12CC3CC(CC(C3)C1)C2. Given the product Clc1ccc(Cl)c(SCc2cn(C34CC5CC(CC(C5)C3)C4)nn2)c1, predict the reactants needed to synthesize it. (2) Given the product CCOC(=O)c1cnn(C(C)c2nc(-c3ccc(Cl)c(Cl)c3)cs2)c1, predict the reactants needed to synthesize it. The reactants are: CCOC(=O)c1cnn(C(C)C(N)=S)c1.O=C(CBr)c1ccc(Cl)c(Cl)c1.